Dataset: Catalyst prediction with 721,799 reactions and 888 catalyst types from USPTO. Task: Predict which catalyst facilitates the given reaction. (1) Reactant: Cl[C:2]1[C:7]([C:8]([NH2:10])=[O:9])=[C:6]([NH:11][CH2:12][C:13]2[CH:18]=[CH:17][C:16]([Cl:19])=[CH:15][C:14]=2[Cl:20])[N:5]=[C:4]([S:21][CH3:22])[N:3]=1.[CH3:23][NH2:24]. Product: [Cl:20][C:14]1[CH:15]=[C:16]([Cl:19])[CH:17]=[CH:18][C:13]=1[CH2:12][NH:11][C:6]1[C:7]([C:8]([NH2:10])=[O:9])=[C:2]([NH:24][CH3:23])[N:3]=[C:4]([S:21][CH3:22])[N:5]=1. The catalyst class is: 12. (2) Reactant: [CH:1]1[CH:6]=[C:5]2[C:7]([C:9]([OH:13])(O)[C:10](=[O:11])[C:4]2=[CH:3][CH:2]=1)=[O:8].[C:14]([C:18]1[CH:23]=[CH:22][CH:21]=[CH:20][C:19]=1[OH:24])([CH3:17])([CH3:16])[CH3:15]. Product: [C:14]([C:18]1[C:19]2[O:24][C:7]3([OH:8])[C:5]4[C:4]([C:10](=[O:11])[C:9]3([OH:13])[C:20]=2[CH:21]=[CH:22][CH:23]=1)=[CH:3][CH:2]=[CH:1][CH:6]=4)([CH3:17])([CH3:15])[CH3:16]. The catalyst class is: 15. (3) Reactant: I[CH2:2][CH2:3][CH2:4][S:5]([C:8]1[CH:13]=[CH:12][CH:11]=[CH:10][CH:9]=1)(=[O:7])=[O:6].[CH2:14]=[CH:15][C:16](Cl)=[CH2:17]. Product: [CH2:14]=[C:15]([CH:16]=[CH2:17])[CH2:2][CH2:3][CH2:4][S:5]([C:8]1[CH:13]=[CH:12][CH:11]=[CH:10][CH:9]=1)(=[O:7])=[O:6]. The catalyst class is: 1. (4) Reactant: Cl[C:2]1[N:7]=[C:6]([O:8][C:9]2[CH:35]=[CH:34][C:33]([C:36]([F:39])([F:38])[F:37])=[CH:32][C:10]=2[CH2:11][NH:12][C:13]([NH:15][C:16]2[N:20]([C:21]3[CH:26]=[CH:25][C:24]([CH3:27])=[CH:23][CH:22]=3)[N:19]=[C:18]([C:28]([CH3:31])([CH3:30])[CH3:29])[CH:17]=2)=[O:14])[CH:5]=[CH:4][N:3]=1.[NH:40]1[CH2:45][CH2:44][O:43][CH2:42][CH2:41]1. Product: [O:43]1[CH2:44][CH2:45][N:40]([C:2]2[N:7]=[C:6]([O:8][C:9]3[CH:35]=[CH:34][C:33]([C:36]([F:39])([F:37])[F:38])=[CH:32][C:10]=3[CH2:11][NH:12][C:13]([NH:15][C:16]3[N:20]([C:21]4[CH:22]=[CH:23][C:24]([CH3:27])=[CH:25][CH:26]=4)[N:19]=[C:18]([C:28]([CH3:30])([CH3:31])[CH3:29])[CH:17]=3)=[O:14])[CH:5]=[CH:4][N:3]=2)[CH2:41][CH2:42]1. The catalyst class is: 8. (5) Reactant: [NH:1]1[CH:5]=[CH:4][C:3]([C:6]2[C:15]3[C:10](=[CH:11][CH:12]=[C:13](C#N)[CH:14]=3)[N:9]=[CH:8][CH:7]=2)=[N:2]1.[N+]([O-])(O)=O.[CH3:22][C:23]1[CH:28]=[CH:27][C:26]([N+:29]([O-:31])=[O:30])=[CH:25][C:24]=1[NH:32][C:33](N)=N.[OH-].[Na+]. Product: [CH3:22][C:23]1[CH:28]=[CH:27][C:26]([N+:29]([O-:31])=[O:30])=[CH:25][C:24]=1[NH:32][C:33]1[N:2]=[C:3]([C:6]2[C:15]3[C:10](=[CH:11][CH:12]=[CH:13][CH:14]=3)[N:9]=[CH:8][CH:7]=2)[CH:4]=[CH:5][N:1]=1. The catalyst class is: 141. (6) Reactant: [CH3:1][N:2]1[C:10]2[C:5](=[CH:6][C:7]([C:11]([OH:13])=O)=[CH:8][CH:9]=2)[CH:4]=[N:3]1.C1N=CN(C(N2C=NC=C2)=O)C=1.[CH2:26]([O:28][C:29](=[O:34])[CH2:30]C(O)=O)[CH3:27].CCN(CC)CC.[Mg+2].[Cl-].[Cl-].[K]. Product: [CH3:1][N:2]1[C:10]2[C:5](=[CH:6][C:7]([C:11](=[O:13])[CH2:30][C:29]([O:28][CH2:26][CH3:27])=[O:34])=[CH:8][CH:9]=2)[CH:4]=[N:3]1. The catalyst class is: 577. (7) Product: [CH3:38][N:39]([CH3:40])[C:36](=[O:23])[N:33]([CH3:32])[CH2:34][CH2:35][CH2:18][O:17][C:5]1[CH:6]=[CH:7][C:8]2[C:9]([C:13]([F:14])([F:15])[F:16])=[N:10][O:11][C:12]=2[C:4]=1[CH2:1][CH2:2][CH3:3]. The catalyst class is: 2. Reactant: [CH2:1]([C:4]1[C:12]2[O:11][N:10]=[C:9]([C:13]([F:16])([F:15])[F:14])[C:8]=2[CH:7]=[CH:6][C:5]=1[O:17][CH2:18]CCNC)[CH2:2][CH3:3].[O:23]=C(Cl)OC(Cl)(Cl)Cl.C[CH2:32][N:33]([CH2:36]C)[CH2:34][CH3:35].[CH3:38][NH:39][CH3:40].